This data is from Peptide-MHC class I binding affinity with 185,985 pairs from IEDB/IMGT. The task is: Regression. Given a peptide amino acid sequence and an MHC pseudo amino acid sequence, predict their binding affinity value. This is MHC class I binding data. (1) The binding affinity (normalized) is 0.0847. The peptide sequence is FFSPFFFSL. The MHC is HLA-A24:03 with pseudo-sequence HLA-A24:03. (2) The peptide sequence is VPADHRLAF. The MHC is HLA-B07:02 with pseudo-sequence HLA-B07:02. The binding affinity (normalized) is 0.936. (3) The peptide sequence is GEKALKLSWF. The MHC is HLA-B44:02 with pseudo-sequence HLA-B44:02. The binding affinity (normalized) is 0.452. (4) The peptide sequence is RLYECLYRNR. The MHC is HLA-A31:01 with pseudo-sequence HLA-A31:01. The binding affinity (normalized) is 0.933. (5) The peptide sequence is GVLIAGIILL. The MHC is HLA-A68:02 with pseudo-sequence HLA-A68:02. The binding affinity (normalized) is 0.359. (6) The peptide sequence is QAELTSNCT. The MHC is HLA-A02:01 with pseudo-sequence HLA-A02:01. The binding affinity (normalized) is 0. (7) The peptide sequence is KMARLGKGY. The MHC is HLA-B35:01 with pseudo-sequence HLA-B35:01. The binding affinity (normalized) is 0.0847. (8) The peptide sequence is LSYDQLLDSSL. The MHC is Mamu-A01 with pseudo-sequence Mamu-A01. The binding affinity (normalized) is 0.486.